The task is: Predict the reaction yield, written as a fraction of the theoretical maximum amount of product (1.0 means a 100% yield; for example, 0.34 means a 34% yield).. This data is from Reaction yield outcomes from USPTO patents with 853,638 reactions. (1) The reactants are [CH3:1][C:2]1[N:3]([CH2:25][C:26]([O:28]CC)=[O:27])[C:4]([CH3:24])=[CH:5][C:6]=1[C:7](=[O:23])[C:8]1[CH:13]=[CH:12][CH:11]=[CH:10][C:9]=1[S:14]([N:17]1[CH2:22][CH2:21][O:20][CH2:19][CH2:18]1)(=[O:16])=[O:15].[OH-].[Na+]. No catalyst specified. The product is [CH3:1][C:2]1[N:3]([CH2:25][C:26]([OH:28])=[O:27])[C:4]([CH3:24])=[CH:5][C:6]=1[C:7](=[O:23])[C:8]1[CH:13]=[CH:12][CH:11]=[CH:10][C:9]=1[S:14]([N:17]1[CH2:22][CH2:21][O:20][CH2:19][CH2:18]1)(=[O:16])=[O:15]. The yield is 0.490. (2) The yield is 0.450. The catalyst is C1COCC1. The product is [Cl:1][C:2]1[CH:3]=[CH:4][C:5]([CH2:8][OH:9])=[N:6][CH:7]=1. The reactants are [Cl:1][C:2]1[CH:3]=[CH:4][C:5]([C:8](O)=[O:9])=[N:6][CH:7]=1.B.C1COCC1.